This data is from Forward reaction prediction with 1.9M reactions from USPTO patents (1976-2016). The task is: Predict the product of the given reaction. (1) Given the reactants [I-].[F:2][C:3]1[CH:4]=[C:5]([Zn+])[CH:6]=[CH:7][C:8]=1[CH3:9].[Cl:11][C:12]1[N:21]=[C:20](Cl)[CH:19]=[CH:18][C:13]=1[C:14]([O:16][CH3:17])=[O:15].O.C(OCC)(=O)C, predict the reaction product. The product is: [Cl:11][C:12]1[N:21]=[C:20]([C:5]2[CH:6]=[CH:7][C:8]([CH3:9])=[C:3]([F:2])[CH:4]=2)[CH:19]=[CH:18][C:13]=1[C:14]([O:16][CH3:17])=[O:15]. (2) Given the reactants C([O:3][C:4]([C:6]1[NH:7][C:8]2[C:13]([C:14]=1[CH2:15][CH2:16][CH2:17][NH:18][C:19]([O:21][C:22]([CH3:25])([CH3:24])[CH3:23])=[O:20])=[CH:12][C:11]([Br:26])=[CH:10][CH:9]=2)=[O:5])C.O.[OH-].[Li+].Cl, predict the reaction product. The product is: [Br:26][C:11]1[CH:12]=[C:13]2[C:8](=[CH:9][CH:10]=1)[NH:7][C:6]([C:4]([OH:5])=[O:3])=[C:14]2[CH2:15][CH2:16][CH2:17][NH:18][C:19]([O:21][C:22]([CH3:25])([CH3:24])[CH3:23])=[O:20]. (3) Given the reactants Cl[C:2]1[C:7]2[CH:8]=[C:9]([C:11]([O:13][CH2:14][CH3:15])=[O:12])[O:10][C:6]=2[CH:5]=[CH:4][CH:3]=1.[N:16]1([C:22]([O:24][C:25]([CH3:28])([CH3:27])[CH3:26])=[O:23])[CH2:21][CH2:20][NH:19][CH2:18][CH2:17]1.C1(P(C2CCCCC2)C2C=CC=CC=2C2C(C(C)C)=CC(C(C)C)=CC=2C(C)C)CCCCC1.C(=O)([O-])[O-].[Cs+].[Cs+], predict the reaction product. The product is: [CH2:14]([O:13][C:11]([C:9]1[O:10][C:6]2[CH:5]=[CH:4][CH:3]=[C:2]([N:19]3[CH2:18][CH2:17][N:16]([C:22]([O:24][C:25]([CH3:28])([CH3:27])[CH3:26])=[O:23])[CH2:21][CH2:20]3)[C:7]=2[CH:8]=1)=[O:12])[CH3:15]. (4) Given the reactants Cl.[F:2][CH2:3][CH2:4][NH2:5].[CH3:6]CN(C(C)C)C(C)C.C(Cl)(Cl)=S.[Br:19][C:20]1[CH:21]=[C:22]([NH2:27])[C:23]([NH2:26])=[CH:24][CH:25]=1, predict the reaction product. The product is: [Br:19][C:20]1[CH:25]=[CH:24][C:23]2[NH:26][C:6]([NH:5][CH2:4][CH2:3][F:2])=[N:27][C:22]=2[CH:21]=1. (5) Given the reactants [CH2:1]([O:8][C:9]1[C:10]([C:26]([O:28]C(C)(C)C)=[O:27])=[N:11][C:12]([CH2:16][C:17]([CH3:25])([C:19]2[CH:24]=[CH:23][CH:22]=[CH:21][CH:20]=2)[CH3:18])=[N:13][C:14]=1[OH:15])[C:2]1[CH:7]=[CH:6][CH:5]=[CH:4][CH:3]=1.O.[OH-].[Li+].Cl, predict the reaction product. The product is: [CH2:1]([O:8][C:9]1[C:10]([C:26]([OH:28])=[O:27])=[N:11][C:12]([CH2:16][C:17]([CH3:18])([C:19]2[CH:20]=[CH:21][CH:22]=[CH:23][CH:24]=2)[CH3:25])=[N:13][C:14]=1[OH:15])[C:2]1[CH:7]=[CH:6][CH:5]=[CH:4][CH:3]=1. (6) Given the reactants [Cl:1][C:2]1[N:7]=[C:6](Cl)[C:5]([CH3:9])=[CH:4][N:3]=1.[CH3:10][NH:11][CH:12]1[CH2:29][CH2:28][C:15]2([CH2:20][CH2:19][N:18]([C:21]([O:23][C:24]([CH3:27])([CH3:26])[CH3:25])=[O:22])[CH2:17][CH2:16]2)[CH2:14][CH2:13]1.C(N(CC)CC)C, predict the reaction product. The product is: [Cl:1][C:2]1[N:7]=[C:6]([N:11]([CH3:10])[CH:12]2[CH2:29][CH2:28][C:15]3([CH2:20][CH2:19][N:18]([C:21]([O:23][C:24]([CH3:25])([CH3:26])[CH3:27])=[O:22])[CH2:17][CH2:16]3)[CH2:14][CH2:13]2)[C:5]([CH3:9])=[CH:4][N:3]=1. (7) Given the reactants [C:1]([O:5][C:6]([NH:8][C:9]1[CH:14]=[CH:13][C:12]([C:15]2[S:16][CH:17]=[CH:18][CH:19]=2)=[CH:11][C:10]=1[NH:20][C:21]([C:23]1[CH:33]=[CH:32][C:26]([CH2:27][P:28]([CH3:31])(=[O:30])[OH:29])=[CH:25][CH:24]=1)=[O:22])=[O:7])([CH3:4])([CH3:3])[CH3:2].[CH:34]1(O)[CH2:37][CH2:36][CH2:35]1.CCN(C(C)C)C(C)C.F[P-](F)(F)(F)(F)F.N1(O[P+](N(C)C)(N(C)C)N(C)C)C2C=CC=CC=2N=N1, predict the reaction product. The product is: [CH:34]1([O:30][P:28]([CH2:27][C:26]2[CH:25]=[CH:24][C:23]([C:21](=[O:22])[NH:20][C:10]3[CH:11]=[C:12]([C:15]4[S:16][CH:17]=[CH:18][CH:19]=4)[CH:13]=[CH:14][C:9]=3[NH:8][C:6]([O:5][C:1]([CH3:4])([CH3:2])[CH3:3])=[O:7])=[CH:33][CH:32]=2)([CH3:31])=[O:29])[CH2:37][CH2:36][CH2:35]1. (8) Given the reactants [CH3:1][O:2][C:3]([C:5]1[CH:14]=[CH:13][C:12]2[C@@H:11](O)[CH2:10][CH2:9][CH2:8][C:7]=2[CH:6]=1)=[O:4].C1C=CC(P([N:30]=[N+:31]=[N-:32])(C2C=CC=CC=2)=O)=CC=1.C1CCN2C(=NCCC2)CC1, predict the reaction product. The product is: [CH3:1][O:2][C:3]([C:5]1[CH:14]=[CH:13][C:12]2[C@H:11]([N:30]=[N+:31]=[N-:32])[CH2:10][CH2:9][CH2:8][C:7]=2[CH:6]=1)=[O:4]. (9) Given the reactants [CH3:1][N:2]([CH3:26])[CH2:3][CH2:4][NH:5][C:6]([C:8]1[C:13]2[N:14]=[CH:15][N:16]([C:17]3[CH:22]=[CH:21][C:20]([N+:23]([O-])=O)=[CH:19][CH:18]=3)[C:12]=2[CH:11]=[CH:10][N:9]=1)=[O:7].[Cl:27][C:28]1[CH:33]=[CH:32][C:31]([N:34]=[C:35]=[O:36])=[CH:30][C:29]=1[C:37]([F:40])([F:39])[F:38], predict the reaction product. The product is: [CH3:1][N:2]([CH3:26])[CH2:3][CH2:4][NH:5][C:6]([C:8]1[C:13]2[N:14]=[CH:15][N:16]([C:17]3[CH:22]=[CH:21][C:20]([NH:23][C:35]([NH:34][C:31]4[CH:32]=[CH:33][C:28]([Cl:27])=[C:29]([C:37]([F:39])([F:38])[F:40])[CH:30]=4)=[O:36])=[CH:19][CH:18]=3)[C:12]=2[CH:11]=[CH:10][N:9]=1)=[O:7].